Dataset: Reaction yield outcomes from USPTO patents with 853,638 reactions. Task: Predict the reaction yield, written as a fraction of the theoretical maximum amount of product (1.0 means a 100% yield; for example, 0.34 means a 34% yield). (1) The reactants are [C:1]([C:3]1[C:8]([C:9]([F:12])([F:11])[F:10])=[CH:7][CH:6]=[C:5]([O:13][CH3:14])[C:4]=1/[N:15]=[CH:16]/[N:17]([CH3:19])[CH3:18])#[N:2].NC1C([O:29]C)=CC(Br)=C(C(F)(F)F)C=1C#N.S(=O)(=O)(O)O. No catalyst specified. The product is [CH3:19][N:17](/[CH:16]=[N:15]/[C:4]1[C:5]([O:13][CH3:14])=[CH:6][CH:7]=[C:8]([C:9]([F:12])([F:11])[F:10])[C:3]=1[C:1]([NH2:2])=[O:29])[CH3:18]. The yield is 0.410. (2) The reactants are [N:1]1[CH:6]=[CH:5][CH:4]=[C:3]([C@H:7]2[CH2:11][C@H:10]([OH:12])[CH:9]=[CH:8]2)[CH:2]=1. The catalyst is CCO.[Pd]. The product is [N:1]1[CH:6]=[CH:5][CH:4]=[C:3]([C@@H:7]2[CH2:8][CH2:9][C@@H:10]([OH:12])[CH2:11]2)[CH:2]=1. The yield is 0.970. (3) The reactants are [CH2:1]([C:3]1[CH:8]=[CH:7][C:6]([S:9]([NH:12][CH:13]2[CH2:18][CH2:17][NH:16][CH2:15][CH2:14]2)(=[O:11])=[O:10])=[CH:5][CH:4]=1)[CH3:2].FC(F)(F)C(O)=O.C(N(CC)CC)C.[C:33]1([S:39]([N:42]2[C:46]3[N:47]=[CH:48][N:49]=[C:50](Cl)[C:45]=3[CH:44]=[C:43]2[I:52])(=[O:41])=[O:40])[CH:38]=[CH:37][CH:36]=[CH:35][CH:34]=1. The catalyst is CC#N. The product is [C:33]1([S:39]([N:42]2[C:46]3[N:47]=[CH:48][N:49]=[C:50]([N:16]4[CH2:17][CH2:18][CH:13]([NH:12][S:9]([C:6]5[CH:7]=[CH:8][C:3]([CH2:1][CH3:2])=[CH:4][CH:5]=5)(=[O:10])=[O:11])[CH2:14][CH2:15]4)[C:45]=3[CH:44]=[C:43]2[I:52])(=[O:40])=[O:41])[CH:34]=[CH:35][CH:36]=[CH:37][CH:38]=1. The yield is 0.506. (4) The reactants are Cl.[Br:2][C:3]1[CH:13]=[CH:12][C:6]([C:7](=[NH:11])OCC)=[CH:5][CH:4]=1.[CH:14]([NH:16][NH2:17])=O.C(N(CC)CC)C. No catalyst specified. The product is [Br:2][C:3]1[CH:4]=[CH:5][C:6]([C:7]2[NH:11][CH:14]=[N:16][N:17]=2)=[CH:12][CH:13]=1. The yield is 0.480. (5) The reactants are [CH3:1][O:2][C:3]1[CH:12]=[CH:11][C:6]([C:7]([O:9][CH3:10])=[O:8])=[CH:5][C:4]=1[O:13][CH2:14][CH2:15][O:16][CH3:17].CC(OC(C)=O)=O.[N+:25]([O-])([OH:27])=[O:26]. The catalyst is CC(O)=O. The product is [CH3:1][O:2][C:3]1[C:4]([O:13][CH2:14][CH2:15][O:16][CH3:17])=[CH:5][C:6]([C:7]([O:9][CH3:10])=[O:8])=[C:11]([N+:25]([O-:27])=[O:26])[CH:12]=1. The yield is 0.560. (6) The reactants are [CH:1]([C:3]1[CH:18]=[CH:17][C:6]([O:7][C:8]2[CH:16]=[CH:15][C:11]([C:12]([NH2:14])=[O:13])=[CH:10][N:9]=2)=[CH:5][CH:4]=1)=O.[CH:19]1([N:25]2[CH2:30][CH2:29][NH:28][CH2:27][CH2:26]2)[CH2:24][CH2:23][CH2:22][CH2:21][CH2:20]1.[BH4-].[Na+]. The catalyst is CO. The product is [CH:19]1([N:25]2[CH2:30][CH2:29][N:28]([CH2:1][C:3]3[CH:18]=[CH:17][C:6]([O:7][C:8]4[CH:16]=[CH:15][C:11]([C:12]([NH2:14])=[O:13])=[CH:10][N:9]=4)=[CH:5][CH:4]=3)[CH2:27][CH2:26]2)[CH2:24][CH2:23][CH2:22][CH2:21][CH2:20]1. The yield is 0.320. (7) The reactants are Cl[C:2]1[N:7]=[CH:6][C:5]([CH2:8][C:9]2[C:17]3[C:12](=[N:13][CH:14]=[CH:15][CH:16]=3)[N:11]([Si:18]([CH:25]([CH3:27])[CH3:26])([CH:22]([CH3:24])[CH3:23])[CH:19]([CH3:21])[CH3:20])[CH:10]=2)=[CH:4][CH:3]=1.[CH2:28]([NH2:35])[C:29]1[CH:34]=[CH:33][CH:32]=[CH:31][CH:30]=1.CC(C)([O-])C.[K+].C(P(C(C)(C)C)C1C=CC=CC=1C1C=CC=CC=1)(C)(C)C. The catalyst is C([O-])(=O)C.[Pd+2].C([O-])(=O)C.O.C1(C)C=CC=CC=1. The product is [CH2:28]([NH:35][C:2]1[CH:3]=[CH:4][C:5]([CH2:8][C:9]2[C:17]3[C:12](=[N:13][CH:14]=[CH:15][CH:16]=3)[N:11]([Si:18]([CH:25]([CH3:27])[CH3:26])([CH:22]([CH3:24])[CH3:23])[CH:19]([CH3:21])[CH3:20])[CH:10]=2)=[CH:6][N:7]=1)[C:29]1[CH:34]=[CH:33][CH:32]=[CH:31][CH:30]=1. The yield is 0.585. (8) The reactants are [N+:1]([C:4]1[CH:5]=[C:6]2[C:10](=[CH:11][CH:12]=1)[N:9]([C:13]([C:26]1[CH:31]=[CH:30][CH:29]=[CH:28][CH:27]=1)([C:20]1[CH:25]=[CH:24][CH:23]=[CH:22][CH:21]=1)[C:14]1[CH:19]=[CH:18][CH:17]=[CH:16][CH:15]=1)[N:8]=[C:7]2[C:32]#[C:33][Si](C)(C)C)([O-:3])=[O:2].[F-].C([NH+](CCCC)CCCC)CCC. The catalyst is C1COCC1. The product is [C:32]([C:7]1[C:6]2[C:10](=[CH:11][CH:12]=[C:4]([N+:1]([O-:3])=[O:2])[CH:5]=2)[N:9]([C:13]([C:14]2[CH:19]=[CH:18][CH:17]=[CH:16][CH:15]=2)([C:26]2[CH:27]=[CH:28][CH:29]=[CH:30][CH:31]=2)[C:20]2[CH:25]=[CH:24][CH:23]=[CH:22][CH:21]=2)[N:8]=1)#[CH:33]. The yield is 0.930.